From a dataset of Full USPTO retrosynthesis dataset with 1.9M reactions from patents (1976-2016). Predict the reactants needed to synthesize the given product. (1) Given the product [CH3:1][O:2][C:3](=[O:16])[C:4]1[CH:9]=[C:8]([NH:43][S:40]([CH3:39])(=[O:42])=[O:41])[N:7]=[C:6]([NH:11][C@H:12]([CH2:14][CH3:15])[CH3:13])[CH:5]=1, predict the reactants needed to synthesize it. The reactants are: [CH3:1][O:2][C:3](=[O:16])[C:4]1[CH:9]=[C:8](Cl)[N:7]=[C:6]([NH:11][CH:12]([CH2:14][CH3:15])[CH3:13])[CH:5]=1.C(P(C(C)(C)C)C1C=CC=CC=1C1C=CC=CC=1)(C)(C)C.[Na+].[CH3:39][S:40]([NH-:43])(=[O:42])=[O:41].[H-].[Na+].CS(N)(=O)=O. (2) Given the product [OH:12][C@H:13]([C@@H:17]([OH:18])[CH2:16][S:9][C:5]1[CH:6]=[CH:7][CH:8]=[C:3]([C:2]([F:1])([F:10])[F:11])[CH:4]=1)[C:14]([OH:19])=[O:15], predict the reactants needed to synthesize it. The reactants are: [F:1][C:2]([F:11])([F:10])[C:3]1[CH:4]=[C:5]([SH:9])[CH:6]=[CH:7][CH:8]=1.[OH:12][C@@H:13]1[C@@H:17]([OH:18])[CH2:16][O:15][C:14]1=[O:19].C(=O)([O-])[O-].[K+].[K+].CCOC(C)=O.